From a dataset of Full USPTO retrosynthesis dataset with 1.9M reactions from patents (1976-2016). Predict the reactants needed to synthesize the given product. (1) Given the product [CH3:24][C:21]1([CH3:25])[CH2:22][CH2:23][C@H:18]([O:17][C:13]2[C:14]([F:16])=[CH:15][C:10]([S:7]([NH:6][C:33]3[CH:38]=[CH:37][N:36]=[CH:35][N:34]=3)(=[O:8])=[O:9])=[C:11]([F:32])[CH:12]=2)[C@@H:19]([C:26]2[N:30]([CH3:31])[N:29]=[CH:28][CH:27]=2)[CH2:20]1, predict the reactants needed to synthesize it. The reactants are: COC1C=C(OC)C=CC=1C[N:6]([C:33]1[CH:38]=[CH:37][N:36]=[CH:35][N:34]=1)[S:7]([C:10]1[CH:15]=[C:14]([F:16])[C:13]([O:17][C@H:18]2[CH2:23][CH2:22][C:21]([CH3:25])([CH3:24])[CH2:20][C@@H:19]2[C:26]2[N:30]([CH3:31])[N:29]=[CH:28][CH:27]=2)=[CH:12][C:11]=1[F:32])(=[O:9])=[O:8].C([SiH](CC)CC)C.FC(F)(F)C(O)=O. (2) Given the product [CH3:21][C:17]([C:11]1[CH:16]=[CH:15][CH:14]=[CH:13][CH:12]=1)([CH2:23][CH2:24][C:25]([CH3:28])([CH3:27])[CH3:26])[C:18]([OH:20])=[O:19], predict the reactants needed to synthesize it. The reactants are: C[Si]([N-][Si](C)(C)C)(C)C.[Li+].[C:11]1([CH:17]([CH3:21])[C:18]([OH:20])=[O:19])[CH:16]=[CH:15][CH:14]=[CH:13][CH:12]=1.Br[CH2:23][CH2:24][C:25]([CH3:28])([CH3:27])[CH3:26]. (3) Given the product [F:27][C:2]([F:1])([C:21]1[CH:22]=[CH:23][CH:24]=[CH:25][CH:26]=1)[C:3]1[CH:8]=[CH:7][C:6]([CH:9]2[C:14]3=[N:15][S:16](=[O:20])(=[O:19])[CH2:17][CH2:18][N:13]3[CH2:12][CH2:11][CH2:10]2)=[CH:5][CH:4]=1, predict the reactants needed to synthesize it. The reactants are: [F:1][C:2]([F:27])([C:21]1[CH:26]=[CH:25][CH:24]=[CH:23][CH:22]=1)[C:3]1[CH:8]=[CH:7][C:6]([C:9]2[C:14]3=[N:15][S:16](=[O:20])(=[O:19])[CH2:17][CH2:18][N:13]3[CH:12]=[CH:11][CH:10]=2)=[CH:5][CH:4]=1. (4) Given the product [CH:20]([O:22][C:2]1[C:11]2[C:6](=[CH:7][CH:8]=[CH:9][CH:10]=2)[CH:5]=[C:4]([NH:12][C:13]2[CH:17]=[C:16]([CH3:18])[NH:15][N:14]=2)[N:3]=1)([CH3:21])[CH3:19], predict the reactants needed to synthesize it. The reactants are: Cl[C:2]1[C:11]2[C:6](=[CH:7][CH:8]=[CH:9][CH:10]=2)[CH:5]=[C:4]([NH:12][C:13]2[CH:17]=[C:16]([CH3:18])[NH:15][N:14]=2)[N:3]=1.[CH3:19][CH:20]([OH:22])[CH3:21].